Dataset: Reaction yield outcomes from USPTO patents with 853,638 reactions. Task: Predict the reaction yield, written as a fraction of the theoretical maximum amount of product (1.0 means a 100% yield; for example, 0.34 means a 34% yield). The reactants are [O:1]=[C:2]1[C:6]2([CH2:11][CH2:10][NH:9][CH2:8][CH2:7]2)[N:5]([C:12]2[CH:17]=[CH:16][CH:15]=[CH:14][CH:13]=2)[CH2:4][N:3]1[CH2:18][C:19]1[CH:31]=[CH:30][C:22]([C:23]([O:25][C:26]([CH3:29])([CH3:28])[CH3:27])=[O:24])=[CH:21][CH:20]=1.Cl[CH2:33][CH2:34][CH2:35][N:36]1[C:44]2[C:39](=[CH:40][CH:41]=[CH:42][CH:43]=2)[CH2:38][C:37]1=[O:45].[I-].[Na+].C(=O)([O-])[O-].[K+].[K+]. The catalyst is CC(=O)CC.CO.ClCCl. The product is [O:1]=[C:2]1[C:6]2([CH2:11][CH2:10][N:9]([CH2:33][CH2:34][CH2:35][N:36]3[C:44]4[C:39](=[CH:40][CH:41]=[CH:42][CH:43]=4)[CH2:38][C:37]3=[O:45])[CH2:8][CH2:7]2)[N:5]([C:12]2[CH:17]=[CH:16][CH:15]=[CH:14][CH:13]=2)[CH2:4][N:3]1[CH2:18][C:19]1[CH:20]=[CH:21][C:22]([C:23]([O:25][C:26]([CH3:28])([CH3:27])[CH3:29])=[O:24])=[CH:30][CH:31]=1. The yield is 0.250.